Predict the product of the given reaction. From a dataset of Forward reaction prediction with 1.9M reactions from USPTO patents (1976-2016). Given the reactants [F:1][C:2]1[CH:3]=[C:4]([N:12]2[CH2:17][CH2:16][NH:15][CH2:14][CH2:13]2)[CH:5]=[CH:6][C:7]=1[C:8]([F:11])([F:10])[F:9].[CH3:18][S:19]([C:22]1[CH:23]=[CH:24][C:25]([C:31]2[S:32][CH:33]=[CH:34][N:35]=2)=[C:26]([CH:30]=1)[C:27](O)=[O:28])(=[O:21])=[O:20], predict the reaction product. The product is: [F:1][C:2]1[CH:3]=[C:4]([N:12]2[CH2:17][CH2:16][N:15]([C:27]([C:26]3[CH:30]=[C:22]([S:19]([CH3:18])(=[O:21])=[O:20])[CH:23]=[CH:24][C:25]=3[C:31]3[S:32][CH:33]=[CH:34][N:35]=3)=[O:28])[CH2:14][CH2:13]2)[CH:5]=[CH:6][C:7]=1[C:8]([F:9])([F:11])[F:10].